From a dataset of Catalyst prediction with 721,799 reactions and 888 catalyst types from USPTO. Predict which catalyst facilitates the given reaction. (1) Reactant: C([O:4][CH:5]1[CH:10]([N:11]([CH3:13])[CH3:12])[CH2:9][CH:8]([CH3:14])[O:7][CH:6]1[O:15][CH:16]1[CH:25]2[CH:20]([CH2:21][CH2:22][CH2:23][CH2:24]2)[CH2:19][CH2:18][CH2:17]1)(=O)C.C([O-])([O-])=O.[K+].[K+]. Product: [CH:16]1([O:15][CH:6]2[CH:5]([OH:4])[CH:10]([N:11]([CH3:13])[CH3:12])[CH2:9][CH:8]([CH3:14])[O:7]2)[CH:25]2[CH:20]([CH2:21][CH2:22][CH2:23][CH2:24]2)[CH2:19][CH2:18][CH2:17]1. The catalyst class is: 5. (2) Reactant: [C:1]([C:3]1[CH:4]=[C:5]([CH:10]=[CH:11][C:12]=1[OH:13])[C:6]([O:8][CH3:9])=[O:7])#[N:2].Br[CH2:15][CH:16]1[CH2:18][CH2:17]1.C(=O)([O-])[O-].[K+].[K+]. Product: [C:1]([C:3]1[CH:4]=[C:5]([CH:10]=[CH:11][C:12]=1[O:13][CH2:15][CH:16]1[CH2:18][CH2:17]1)[C:6]([O:8][CH3:9])=[O:7])#[N:2]. The catalyst class is: 9. (3) Reactant: [C:1]([O:5][C:6]1[CH:7]=[C:8]([C@@H:19]([OH:26])[CH2:20]OS(C)(=O)=O)[C:9]2[S:13][C:12]([O:14][CH:15]([CH3:17])[CH3:16])=[N:11][C:10]=2[CH:18]=1)([CH3:4])([CH3:3])[CH3:2].[CH3:27][C:28]([NH2:37])([CH2:30][C:31]1[CH:32]=[CH:33][CH:34]=[CH:35][CH:36]=1)[CH3:29]. Product: [C:1]([O:5][C:6]1[CH:7]=[C:8]([C@@H:19]([OH:26])[CH2:20][NH:37][C:28]([CH3:29])([CH3:27])[CH2:30][C:31]2[CH:32]=[CH:33][CH:34]=[CH:35][CH:36]=2)[C:9]2[S:13][C:12]([O:14][CH:15]([CH3:17])[CH3:16])=[N:11][C:10]=2[CH:18]=1)([CH3:4])([CH3:2])[CH3:3]. The catalyst class is: 11. (4) Reactant: [NH2:1][C:2]1[C:7]([C:8]#[N:9])=[CH:6][N:5]=[C:4](Cl)[N:3]=1.[C:11]([O:15][C:16]([N:18]1[CH2:23][CH2:22][CH:21]([NH2:24])[CH2:20][CH2:19]1)=[O:17])([CH3:14])([CH3:13])[CH3:12]. Product: [C:11]([O:15][C:16]([N:18]1[CH2:23][CH2:22][CH:21]([NH:24][C:4]2[N:3]=[C:2]([NH2:1])[C:7]([C:8]#[N:9])=[CH:6][N:5]=2)[CH2:20][CH2:19]1)=[O:17])([CH3:14])([CH3:12])[CH3:13]. The catalyst class is: 3. (5) Reactant: [CH3:1][N:2]1[CH:6]=[C:5]([C:7]2[CH:12]=[CH:11][C:10]([NH:13][C:14]3[C:18]4[CH2:19][N:20]([C:23](=[O:25])[CH3:24])[CH2:21][CH2:22][C:17]=4[N:16]([C@H:26]4[CH2:30][CH2:29][O:28][CH2:27]4)[N:15]=3)=[CH:9][CH:8]=2)[CH:4]=[N:3]1.I[C:32]1[CH:37]=[CH:36][CH:35]=[CH:34][CH:33]=1.CC([O-])(C)C.[K+].C1(P(C2CCCCC2)C2C=CC=CC=2C2C(C(C)C)=CC(C(C)C)=CC=2C(C)C)CCCCC1. Product: [CH3:1][N:2]1[CH:6]=[C:5]([C:7]2[CH:12]=[CH:11][C:10]([N:13]([C:14]3[C:18]4[CH2:19][N:20]([C:23](=[O:25])[CH3:24])[CH2:21][CH2:22][C:17]=4[N:16]([C@H:26]4[CH2:30][CH2:29][O:28][CH2:27]4)[N:15]=3)[C:32]3[CH:37]=[CH:36][CH:35]=[CH:34][CH:33]=3)=[CH:9][CH:8]=2)[CH:4]=[N:3]1. The catalyst class is: 101. (6) Reactant: C[O:2][C:3]1(OC)[CH2:8][CH2:7][O:6][CH2:5][CH:4]1[OH:9].[CH3:12]C([O-])(C)C.[Na+].COS(OC)(=O)=O. Product: [CH3:12][O:9][C@H:4]1[C:3](=[O:2])[CH2:8][CH2:7][O:6][CH2:5]1. The catalyst class is: 1. (7) Reactant: [CH3:1][O:2][C:3]1[C:8]2[O:9][C:10]3([O:16][C:7]=2[C:6]([C:17]([O:19]C)=O)=[CH:5][CH:4]=1)[CH2:15][CH2:14][NH:13][CH2:12][CH2:11]3.[Cl:21][C:22]1[CH:23]=[N:24][CH:25]=[C:26]([Cl:29])[C:27]=1[CH3:28].C[Si]([N-][Si](C)(C)C)(C)C.[Li+].[NH4+].[Cl-]. Product: [Cl:21][C:22]1[CH:23]=[N:24][CH:25]=[C:26]([Cl:29])[C:27]=1[CH2:28][C:17]([C:6]1[C:7]2[O:16][C:10]3([CH2:11][CH2:12][NH:13][CH2:14][CH2:15]3)[O:9][C:8]=2[C:3]([O:2][CH3:1])=[CH:4][CH:5]=1)=[O:19]. The catalyst class is: 7. (8) Reactant: [N+:1]([C:4]1[CH:12]=[C:11]2[C:7]([CH:8]=[N:9][NH:10]2)=[CH:6][C:5]=1[CH:13]=[CH2:14])([O-:3])=[O:2].C[Si]([N-][Si](C)(C)C)(C)C.[Na+].[I:25]N1C(=O)CCC1=O.C(=O)([O-])O.[Na+]. Product: [I:25][C:8]1[C:7]2[C:11](=[CH:12][C:4]([N+:1]([O-:3])=[O:2])=[C:5]([CH:13]=[CH2:14])[CH:6]=2)[NH:10][N:9]=1. The catalyst class is: 266. (9) Reactant: [C:1]1([C:9]2[CH:14]=[CH:13][CH:12]=[CH:11][CH:10]=2)[CH:6]=[CH:5][C:4]([CH2:7]O)=[CH:3][CH:2]=1.[BrH:15]. Product: [Br:15][CH2:7][C:4]1[CH:5]=[CH:6][C:1]([C:9]2[CH:14]=[CH:13][CH:12]=[CH:11][CH:10]=2)=[CH:2][CH:3]=1. The catalyst class is: 6.